Dataset: hERG potassium channel inhibition data for cardiac toxicity prediction from Karim et al.. Task: Regression/Classification. Given a drug SMILES string, predict its toxicity properties. Task type varies by dataset: regression for continuous values (e.g., LD50, hERG inhibition percentage) or binary classification for toxic/non-toxic outcomes (e.g., AMES mutagenicity, cardiotoxicity, hepatotoxicity). Dataset: herg_karim. (1) The compound is Cc1cc(/C=C2\SC(=Nc3ccccc3)NC2=O)c(C)n1-c1ccccc1. The result is 0 (non-blocker). (2) The molecule is O=C(CNc1n[nH]c2ccc(C(F)(F)F)cc12)NC1CN([C@H]2CC[C@@H](c3cncs3)CC2)C1. The result is 0 (non-blocker). (3) The molecule is C[C@@H]1CCCN1CCc1ccc(-c2ccc(S(=O)(=O)Nc3ccccc3)cc2)cc1. The result is 1 (blocker). (4) The molecule is CCOc1cc(Nc2nc3c(cc2F)ncn3[C@@H](CO)c2ccc(F)cn2)n[nH]1. The result is 0 (non-blocker). (5) The drug is c1cc([C@@H]2CCCCO2)ccc1OCCCN1CCCCC1. The result is 1 (blocker). (6) The molecule is COc1cccc2[nH]c(-c3nc(N[C@@H]4CCOC[C@@H]4N)cnc3C(N)=O)cc12. The result is 0 (non-blocker). (7) The molecule is CC1(c2cccc(-c3cccnc3)c2)N=C(N)c2ccccc2O1. The result is 1 (blocker).